From a dataset of Forward reaction prediction with 1.9M reactions from USPTO patents (1976-2016). Predict the product of the given reaction. (1) The product is: [Cl:7][C:8]1[CH:9]=[CH:10][C:11]([CH2:12][NH:13][C:14]([C:16]2[C:17](=[O:37])[C:18]3[CH:34]=[C:33]([CH2:35][N:41]([CH2:42][C@@H:43]([OH:44])[C:45]4[CH:50]=[CH:49][CH:48]=[CH:47][N:46]=4)[CH3:40])[S:32][C:19]=3[N:20]([CH2:22][CH2:23][CH2:24][O:25][CH:26]3[CH2:31][CH2:30][CH2:29][CH2:28][O:27]3)[CH:21]=2)=[O:15])=[CH:38][CH:39]=1. Given the reactants C(=O)([O-])[O-].[Cs+].[Cs+].[Cl:7][C:8]1[CH:39]=[CH:38][C:11]([CH2:12][NH:13][C:14]([C:16]2[C:17](=[O:37])[C:18]3[CH:34]=[C:33]([CH2:35]Cl)[S:32][C:19]=3[N:20]([CH2:22][CH2:23][CH2:24][O:25][CH:26]3[CH2:31][CH2:30][CH2:29][CH2:28][O:27]3)[CH:21]=2)=[O:15])=[CH:10][CH:9]=1.[CH3:40][NH:41][CH2:42][C@H:43]([C:45]1[CH:50]=[CH:49][CH:48]=[CH:47][N:46]=1)[OH:44], predict the reaction product. (2) Given the reactants C[O:2][C:3]([C:5]1[N:6]([CH3:14])[C:7]2[C:12]([CH:13]=1)=[CH:11][CH:10]=[CH:9][CH:8]=2)=[O:4].O[Li].O, predict the reaction product. The product is: [CH3:14][N:6]1[C:7]2[C:12](=[CH:11][CH:10]=[CH:9][CH:8]=2)[CH:13]=[C:5]1[C:3]([OH:4])=[O:2]. (3) Given the reactants [Br:1][C:2]1[CH:3]=[C:4]([CH:8]=[N:9][N:10]2[C:19]3[C:14](=[CH:15][CH:16]=[CH:17][CH:18]=3)[C:13]([OH:20])=[C:12]([C:21]3[NH:26][C:25]4[CH:27]=[CH:28][CH:29]=[CH:30][C:24]=4[S:23](=[O:32])(=[O:31])[N:22]=3)[C:11]2=[O:33])[CH:5]=[CH:6][CH:7]=1.CO.[BH4-].[Li+].Cl, predict the reaction product. The product is: [Br:1][C:2]1[CH:3]=[C:4]([CH:5]=[CH:6][CH:7]=1)[CH2:8][NH:9][N:10]1[C:19]2[C:14](=[CH:15][CH:16]=[CH:17][CH:18]=2)[C:13]([OH:20])=[C:12]([C:21]2[NH:26][C:25]3[CH:27]=[CH:28][CH:29]=[CH:30][C:24]=3[S:23](=[O:31])(=[O:32])[N:22]=2)[C:11]1=[O:33]. (4) Given the reactants [F:1][C:2]1[CH:33]=[CH:32][C:5]([O:6][C:7]2[CH:12]=[CH:11][C:10]([NH:13][C:14]([C@H:16]3[NH:20][CH2:19][C@H:18]([NH:21][C:22](=[O:31])[O:23][CH2:24][C:25]4[CH:30]=[CH:29][CH:28]=[CH:27][CH:26]=4)[CH2:17]3)=[O:15])=[CH:9][CH:8]=2)=[CH:4][CH:3]=1.[N:34]1([CH2:39][C:40](O)=[O:41])[CH:38]=[N:37][CH:36]=[N:35]1, predict the reaction product. The product is: [N:34]1([CH2:39][C:40]([N:20]2[C@H:16]([C:14](=[O:15])[NH:13][C:10]3[CH:11]=[CH:12][C:7]([O:6][C:5]4[CH:4]=[CH:3][C:2]([F:1])=[CH:33][CH:32]=4)=[CH:8][CH:9]=3)[CH2:17][C@@H:18]([NH:21][C:22](=[O:31])[O:23][CH2:24][C:25]3[CH:26]=[CH:27][CH:28]=[CH:29][CH:30]=3)[CH2:19]2)=[O:41])[CH:38]=[N:37][CH:36]=[N:35]1. (5) Given the reactants [F:1][C:2]1[C:3]([NH:32][C@@H:33]2[CH2:38][CH2:37][CH2:36][C@H:35]([NH:39]C(=O)OC(C)(C)C)[CH2:34]2)=[N:4][C:5]([C:12]2[C:20]3[C:15](=[N:16][CH:17]=[C:18]([F:21])[CH:19]=3)[N:14]([S:22]([C:25]3[CH:31]=[CH:30][C:28]([CH3:29])=[CH:27][CH:26]=3)(=[O:24])=[O:23])[CH:13]=2)=[C:6]([C:8]([F:11])([F:10])[F:9])[CH:7]=1.C(O)(C(F)(F)F)=O, predict the reaction product. The product is: [F:1][C:2]1[C:3]([NH:32][C@H:33]2[CH2:38][CH2:37][CH2:36][C@@H:35]([NH2:39])[CH2:34]2)=[N:4][C:5]([C:12]2[C:20]3[C:15](=[N:16][CH:17]=[C:18]([F:21])[CH:19]=3)[N:14]([S:22]([C:25]3[CH:26]=[CH:27][C:28]([CH3:29])=[CH:30][CH:31]=3)(=[O:24])=[O:23])[CH:13]=2)=[C:6]([C:8]([F:9])([F:10])[F:11])[CH:7]=1. (6) The product is: [F:29][CH:28]([F:30])[O:27][C:14]1[CH:13]=[CH:12][CH:11]=[C:10]2[C:15]=1[C:16]1[CH:21]=[CH:20][C:19]([NH:22][S:23]([CH3:26])(=[O:24])=[O:25])=[CH:18][C:17]=1[CH:8]([C:4]1[CH:3]=[C:2]([CH2:37][CH2:36][C:35]([O:34][CH2:32][CH3:33])=[O:39])[CH:7]=[CH:6][CH:5]=1)[O:9]2. Given the reactants Br[C:2]1[CH:3]=[C:4]([CH:8]2[C:17]3[CH:18]=[C:19]([NH:22][S:23]([CH3:26])(=[O:25])=[O:24])[CH:20]=[CH:21][C:16]=3[C:15]3[C:10](=[CH:11][CH:12]=[CH:13][C:14]=3[O:27][CH:28]([F:30])[F:29])[O:9]2)[CH:5]=[CH:6][CH:7]=1.[Br-].[CH2:32]([O:34][C:35](=[O:39])[CH2:36][CH2:37][Zn+])[CH3:33].O, predict the reaction product. (7) Given the reactants Br[C:2]1[CH:3]=[C:4]([C:8]2[N:16]3[C:11]([CH:12]=[N:13][C:14]([NH:17][C:18]4[CH:23]=[C:22]([O:24][CH3:25])[C:21]([O:26][CH3:27])=[C:20]([O:28][CH3:29])[CH:19]=4)=[N:15]3)=[C:10]([CH3:30])[N:9]=2)[CH:5]=[CH:6][CH:7]=1.[Cl:31][C:32]1[CH:33]=[C:34]([CH:36]=[CH:37][C:38]=1[N:39]1[CH2:44][CH2:43][O:42][CH2:41][CH2:40]1)[NH2:35].C1C=CC(P(C2C=CC3C(=CC=CC=3)C=2C2C3C(=CC=CC=3)C=CC=2P(C2C=CC=CC=2)C2C=CC=CC=2)C2C=CC=CC=2)=CC=1.CC(C)([O-])C.[Na+], predict the reaction product. The product is: [Cl:31][C:32]1[CH:33]=[C:34]([NH:35][C:2]2[CH:3]=[C:4]([C:8]3[N:16]4[C:11]([CH:12]=[N:13][C:14]([NH:17][C:18]5[CH:23]=[C:22]([O:24][CH3:25])[C:21]([O:26][CH3:27])=[C:20]([O:28][CH3:29])[CH:19]=5)=[N:15]4)=[C:10]([CH3:30])[N:9]=3)[CH:5]=[CH:6][CH:7]=2)[CH:36]=[CH:37][C:38]=1[N:39]1[CH2:40][CH2:41][O:42][CH2:43][CH2:44]1.